Dataset: Forward reaction prediction with 1.9M reactions from USPTO patents (1976-2016). Task: Predict the product of the given reaction. (1) The product is: [Cl:1][C:2]1[CH:3]=[C:4]([N:22]([CH2:33][CH3:34])[CH:23]2[CH2:24][CH2:25][C:26](=[O:27])[CH2:31][CH2:32]2)[C:5]([CH3:21])=[C:6]([CH:20]=1)[C:7]([NH:9][CH2:10][C:11]1[C:12](=[O:19])[NH:13][C:14]([CH3:18])=[CH:15][C:16]=1[CH3:17])=[O:8]. Given the reactants [Cl:1][C:2]1[CH:3]=[C:4]([N:22]([CH2:33][CH3:34])[CH:23]2[CH2:32][CH2:31][C:26]3(OCC[O:27]3)[CH2:25][CH2:24]2)[C:5]([CH3:21])=[C:6]([CH:20]=1)[C:7]([NH:9][CH2:10][C:11]1[C:12](=[O:19])[NH:13][C:14]([CH3:18])=[CH:15][C:16]=1[CH3:17])=[O:8].O.CC1C=CC(S(O)(=O)=O)=CC=1, predict the reaction product. (2) Given the reactants [CH3:1][O:2][C:3]1[CH:4]=[CH:5][C:6]2[O:10][C:9]([CH:11]([NH:18][C:19]3[CH:28]=[CH:27][C:22]([C:23]([O:25]C)=[O:24])=[CH:21][CH:20]=3)[CH2:12][CH2:13][CH2:14][CH2:15][S:16][CH3:17])=[C:8]([CH3:29])[C:7]=2[CH:30]=1.O1CCCC1.[OH-].[Na+], predict the reaction product. The product is: [CH3:1][O:2][C:3]1[CH:4]=[CH:5][C:6]2[O:10][C:9]([CH:11]([NH:18][C:19]3[CH:20]=[CH:21][C:22]([C:23]([OH:25])=[O:24])=[CH:27][CH:28]=3)[CH2:12][CH2:13][CH2:14][CH2:15][S:16][CH3:17])=[C:8]([CH3:29])[C:7]=2[CH:30]=1.